Dataset: Forward reaction prediction with 1.9M reactions from USPTO patents (1976-2016). Task: Predict the product of the given reaction. Given the reactants [C:1]1([C:7]2([C:11]([OH:13])=O)[CH2:10][CH2:9][CH2:8]2)[CH:6]=[CH:5][CH:4]=[CH:3][CH:2]=1.CN(C(ON1N=N[C:24]2[CH:25]=[CH:26][CH:27]=[N:28][C:23]1=2)=[N+](C)C)C.F[P-](F)(F)(F)(F)F.C(N(C(C)C)CC)(C)C.N1CCCCC1, predict the reaction product. The product is: [C:1]1([C:7]2([C:11]([N:28]3[CH2:23][CH2:24][CH2:25][CH2:26][CH2:27]3)=[O:13])[CH2:8][CH2:9][CH2:10]2)[CH:2]=[CH:3][CH:4]=[CH:5][CH:6]=1.